Dataset: NCI-60 drug combinations with 297,098 pairs across 59 cell lines. Task: Regression. Given two drug SMILES strings and cell line genomic features, predict the synergy score measuring deviation from expected non-interaction effect. Drug 1: CCCCC(=O)OCC(=O)C1(CC(C2=C(C1)C(=C3C(=C2O)C(=O)C4=C(C3=O)C=CC=C4OC)O)OC5CC(C(C(O5)C)O)NC(=O)C(F)(F)F)O. Drug 2: C1CN1C2=NC(=NC(=N2)N3CC3)N4CC4. Cell line: MOLT-4. Synergy scores: CSS=96.8, Synergy_ZIP=1.42, Synergy_Bliss=4.21, Synergy_Loewe=-1.40, Synergy_HSA=0.322.